This data is from Catalyst prediction with 721,799 reactions and 888 catalyst types from USPTO. The task is: Predict which catalyst facilitates the given reaction. Reactant: [OH2:1].[Mn]([O-])(=O)(=O)=O.[K+].[CH2:8]([O:15][C:16]1[C:23]([O:24][CH3:25])=[CH:22][C:19]([CH:20]=[O:21])=[CH:18][C:17]=1[F:26])[C:9]1[CH:14]=[CH:13][CH:12]=[CH:11][CH:10]=1. Product: [CH2:8]([O:15][C:16]1[C:23]([O:24][CH3:25])=[CH:22][C:19]([C:20]([OH:1])=[O:21])=[CH:18][C:17]=1[F:26])[C:9]1[CH:10]=[CH:11][CH:12]=[CH:13][CH:14]=1. The catalyst class is: 21.